This data is from Catalyst prediction with 721,799 reactions and 888 catalyst types from USPTO. The task is: Predict which catalyst facilitates the given reaction. (1) Reactant: N[C:2]1[CH:3]=[CH:4][CH:5]=[C:6]2[C:10]=1[C:9](=[O:11])[N:8]([CH3:12])[CH:7]2[CH3:13].N([O-])=[O:15].[Na+].[Na+].[Cl-]. Product: [OH:15][C:2]1[CH:3]=[CH:4][CH:5]=[C:6]2[C:10]=1[C:9](=[O:11])[N:8]([CH3:12])[CH:7]2[CH3:13]. The catalyst class is: 82. (2) Reactant: C(OC([N:8]1[CH2:13][CH2:12][C:11]2[N:14]([CH2:25][CH:26]([OH:42])[CH2:27][N:28]3[CH2:33][CH2:32][N:31]([C:34]4[CH:39]=[CH:38][CH:37]=[CH:36][C:35]=4[C:40]#[N:41])[CH2:30][CH2:29]3)[N:15]=[C:16]([C:17]3[CH:22]=[CH:21][C:20]([Cl:23])=[C:19]([CH3:24])[CH:18]=3)[C:10]=2[CH2:9]1)=O)(C)(C)C.C(Cl)Cl. Product: [Cl:23][C:20]1[CH:21]=[CH:22][C:17]([C:16]2[C:10]3[CH2:9][NH:8][CH2:13][CH2:12][C:11]=3[N:14]([CH2:25][CH:26]([OH:42])[CH2:27][N:28]3[CH2:33][CH2:32][N:31]([C:34]4[CH:39]=[CH:38][CH:37]=[CH:36][C:35]=4[C:40]#[N:41])[CH2:30][CH2:29]3)[N:15]=2)=[CH:18][C:19]=1[CH3:24]. The catalyst class is: 55.